Dataset: Reaction yield outcomes from USPTO patents with 853,638 reactions. Task: Predict the reaction yield, written as a fraction of the theoretical maximum amount of product (1.0 means a 100% yield; for example, 0.34 means a 34% yield). The reactants are [CH3:1][C:2]1[C:10]([N+:11]([O-:13])=[O:12])=[CH:9][CH:8]=[CH:7][C:3]=1[C:4]([OH:6])=[O:5].[Br:14]N1C(C)(C)C(=O)N(Br)C1=O. The catalyst is OS(O)(=O)=O. The product is [Br:14][C:8]1[CH:9]=[C:10]([N+:11]([O-:13])=[O:12])[C:2]([CH3:1])=[C:3]([CH:7]=1)[C:4]([OH:6])=[O:5]. The yield is 1.00.